From a dataset of Full USPTO retrosynthesis dataset with 1.9M reactions from patents (1976-2016). Predict the reactants needed to synthesize the given product. (1) Given the product [Cl:1][C:2]1[CH:7]=[CH:6][CH:5]=[CH:4][C:3]=1[CH2:8][N:9]1[CH:13]=[C:12]([C:14]2[CH:19]=[C:18]([C:20]3[N:21]=[N:22][N:23]([CH3:27])[N:24]=3)[CH:17]=[CH:16][N:15]=2)[N:11]=[CH:10]1, predict the reactants needed to synthesize it. The reactants are: [Cl:1][C:2]1[CH:7]=[CH:6][CH:5]=[CH:4][C:3]=1[CH2:8][N:9]1[CH:13]=[C:12]([C:14]2[CH:19]=[C:18]([C:20]3[N:21]=[N:22][NH:23][N:24]=3)[CH:17]=[CH:16][N:15]=2)[N:11]=[CH:10]1.CI.[C:27](=O)([O-])[O-].[K+].[K+]. (2) Given the product [F:35][C:36]1[CH:37]=[CH:38][C:39]([C:42]2[C:50]3[O:49][C:48]([NH:51][C:6](=[O:8])[C:5]4[CH:9]=[CH:10][C:2]([CH3:1])=[N:3][CH:4]=4)=[N:47][C:46]=3[C:45]([O:52][CH3:53])=[CH:44][CH:43]=2)=[CH:40][CH:41]=1, predict the reactants needed to synthesize it. The reactants are: [CH3:1][C:2]1[CH:10]=[CH:9][C:5]([C:6]([OH:8])=O)=[CH:4][N:3]=1.CN(C(ON1N=NC2C=CC=NC1=2)=[N+](C)C)C.F[P-](F)(F)(F)(F)F.[F:35][C:36]1[CH:41]=[CH:40][C:39]([C:42]2[C:50]3[O:49][C:48]([NH2:51])=[N:47][C:46]=3[C:45]([O:52][CH3:53])=[CH:44][CH:43]=2)=[CH:38][CH:37]=1. (3) Given the product [CH3:1][C:2]1[C:10]2[N:9]=[C:8]([CH2:11][CH2:12][CH3:13])[N:7]([CH2:14][C:15]3[CH:32]=[CH:31][C:18]4[C:19](=[CH:28]/[CH:29]=[N:30]/[OH:34])[C:20]5[CH:27]=[CH:26][CH:25]=[CH:24][C:21]=5[O:22][CH2:23][C:17]=4[CH:16]=3)[C:6]=2[CH:5]=[CH:4][CH:3]=1, predict the reactants needed to synthesize it. The reactants are: [CH3:1][C:2]1[C:10]2[N:9]=[C:8]([CH2:11][CH2:12][CH3:13])[N:7]([CH2:14][C:15]3[CH:32]=[CH:31][C:18]4/[C:19](=[CH:28]\[C:29]#[N:30])/[C:20]5[CH:27]=[CH:26][CH:25]=[CH:24][C:21]=5[O:22][CH2:23][C:17]=4[CH:16]=3)[C:6]=2[CH:5]=[CH:4][CH:3]=1.N[OH:34].O. (4) Given the product [CH:31]1([C:29]2[NH:28][N:27]=[C:26]([NH:25][C:20](=[O:21])[CH2:19][C:16]3[C:15]([O:23][CH3:24])=[CH:14][C:13]([O:12][C:5]4[C:4]5[C:9](=[CH:10][CH:11]=[C:2]([F:1])[CH:3]=5)[N:8]=[CH:7][CH:6]=4)=[CH:18][N:17]=3)[CH:30]=2)[CH2:33][CH2:32]1, predict the reactants needed to synthesize it. The reactants are: [F:1][C:2]1[CH:3]=[C:4]2[C:9](=[CH:10][CH:11]=1)[N:8]=[CH:7][CH:6]=[C:5]2[O:12][C:13]1[CH:14]=[C:15]([O:23][CH3:24])[C:16]([CH2:19][C:20](O)=[O:21])=[N:17][CH:18]=1.[NH2:25][C:26]1[CH:30]=[C:29]([CH:31]2[CH2:33][CH2:32]2)[NH:28][N:27]=1. (5) The reactants are: [NH2:1][C:2]([C@@H:4]1[CH2:8][CH2:7][CH2:6][N:5]1[CH2:9][C:10]1[C:18]2[C:13](=[CH:14][N:15]=[C:16]([C:19]([O:21]C)=O)[CH:17]=2)[N:12]([CH2:23][C:24]2[CH:29]=[CH:28][C:27]([F:30])=[CH:26][CH:25]=2)[CH:11]=1)=[O:3].[OH-:31].[Na+].[NH2:33]O. Given the product [NH2:1][C:2]([C@@H:4]1[CH2:8][CH2:7][CH2:6][N:5]1[CH2:9][C:10]1[C:18]2[C:13](=[CH:14][N:15]=[C:16]([C:19]([NH:33][OH:31])=[O:21])[CH:17]=2)[N:12]([CH2:23][C:24]2[CH:29]=[CH:28][C:27]([F:30])=[CH:26][CH:25]=2)[CH:11]=1)=[O:3], predict the reactants needed to synthesize it.